From a dataset of Full USPTO retrosynthesis dataset with 1.9M reactions from patents (1976-2016). Predict the reactants needed to synthesize the given product. (1) Given the product [CH3:40][C:41]1[N:46]=[C:45]([N:47]2[CH2:52][CH2:51][C:50](=[CH:23]/[CH:24]=[CH:25]/[C:26]3[CH:27]=[CH:28][CH:29]=[C:30]([CH2:13][N:8]4[CH2:9][CH2:10][CH2:11][CH2:14]4)[CH:31]=3)[CH2:49][CH2:48]2)[C:44]([N+:54]([O-:56])=[O:55])=[CH:43][CH:42]=1, predict the reactants needed to synthesize it. The reactants are: C(OC([N:8]1[CH2:13]C[C:11](=[CH:14]/C=C/C2C=CC=CC=2)[CH2:10][CH2:9]1)=O)(C)(C)C.[CH2:23](P(=O)(OCC)OCC)[CH:24]=[CH:25][C:26]1[CH:31]=[CH:30][CH:29]=[CH:28][CH:27]=1.[CH3:40][C:41]1[N:46]=[C:45]([N:47]2[CH2:52][CH2:51][C:50](=O)[CH2:49][CH2:48]2)[C:44]([N+:54]([O-:56])=[O:55])=[CH:43][CH:42]=1. (2) Given the product [CH3:28][C:29]1[CH:34]=[CH:33][C:32]([S:35]([NH:24][CH2:23][CH2:22][CH2:21][CH2:20][C@@H:19]([C:25]([OH:27])=[O:26])[NH:18][C:16]([O:15][CH2:14][CH:12]2[C:11]3[CH:10]=[CH:9][CH:8]=[CH:7][C:6]=3[C:5]3[C:13]2=[CH:1][CH:2]=[CH:3][CH:4]=3)=[O:17])(=[O:37])=[O:36])=[CH:31][CH:30]=1, predict the reactants needed to synthesize it. The reactants are: [CH:1]1[C:13]2[CH:12]([CH2:14][O:15][C:16]([NH:18][C@H:19]([C:25]([OH:27])=[O:26])[CH2:20][CH2:21][CH2:22][CH2:23][NH2:24])=[O:17])[C:11]3[C:6](=[CH:7][CH:8]=[CH:9][CH:10]=3)[C:5]=2[CH:4]=[CH:3][CH:2]=1.[CH3:28][C:29]1[CH:34]=[CH:33][C:32]([S:35](Cl)(=[O:37])=[O:36])=[CH:31][CH:30]=1. (3) Given the product [CH3:23][CH:24]1[CH2:26][CH:25]1[CH2:27][N:19]1[CH2:18][CH2:17][N:16]([C:11]2[CH:12]=[CH:13][CH:14]=[CH:15][C:10]=2[CH:4]2[CH2:3][C:2]([CH3:22])([CH3:1])[CH2:7][C:6]([CH3:8])([CH3:9])[CH2:5]2)[CH2:21][CH2:20]1, predict the reactants needed to synthesize it. The reactants are: [CH3:1][C:2]1([CH3:22])[CH2:7][C:6]([CH3:9])([CH3:8])[CH2:5][CH:4]([C:10]2[CH:15]=[CH:14][CH:13]=[CH:12][C:11]=2[N:16]2[CH2:21][CH2:20][NH:19][CH2:18][CH2:17]2)[CH2:3]1.[CH3:23][CH:24]1[CH2:26][CH:25]1[CH:27]=O.C(O[BH-](OC(=O)C)OC(=O)C)(=O)C.[Na+].C(O)(=O)C.C(=O)([O-])O.[Na+]. (4) The reactants are: Cl[C:2]1[CH:7]=[C:6](NC2N=CN=C(NC(C3CC3)=O)C=2)[C:5](=[O:21])[N:4]2[C:22]([C:27]3[CH:32]=[CH:31][CH:30]=[C:29](F)C=3)(C)[NH:23][C:24](=[O:25])[C:3]=12.[H-].[Na+].[CH3:36][O:37][C:38]1[CH:43]=[CH:42][C:41]([CH2:44][OH:45])=[CH:40][CH:39]=1.[CH3:46]N(C)C=O. Given the product [CH3:36][O:37][C:38]1[CH:43]=[CH:42][C:41]([CH2:44][O:45][C:6]2[C:5](=[O:21])[N:4]3[C:22]4([CH2:27][CH2:32][CH2:31][CH2:30][CH2:29]4)[NH:23][C:24](=[O:25])[C:3]3=[C:2]([CH3:46])[CH:7]=2)=[CH:40][CH:39]=1, predict the reactants needed to synthesize it. (5) Given the product [C:1]([CH2:3][CH:4]([N:25]1[CH:29]=[C:28]([C:30]2[C:31]3[CH:38]=[CH:37][NH:36][C:32]=3[N:33]=[CH:34][N:35]=2)[CH:27]=[N:26]1)[CH2:5][N:6]1[CH2:11][CH2:10][N:9]([C:12]([C:14]2[CH:21]=[CH:20][C:17]([C:18]#[N:19])=[CH:16][C:15]=2[F:22])=[O:13])[CH2:8][CH:7]1[CH2:23][F:53])#[N:2], predict the reactants needed to synthesize it. The reactants are: [C:1]([CH2:3][CH:4]([N:25]1[CH:29]=[C:28]([C:30]2[C:31]3[CH:38]=[CH:37][N:36](COCC[Si](C)(C)C)[C:32]=3[N:33]=[CH:34][N:35]=2)[CH:27]=[N:26]1)[CH2:5][N:6]1[CH2:11][CH2:10][N:9]([C:12]([C:14]2[CH:21]=[CH:20][C:17]([C:18]#[N:19])=[CH:16][C:15]=2[F:22])=[O:13])[CH2:8][CH:7]1[CH2:23]O)#[N:2].COCCN(CCOC)S(F)(F)[F:53].C(O)C.C(O)(C(F)(F)F)=O. (6) The reactants are: [CH3:1][C:2]([C:11]([OH:13])=[O:12])([CH2:4][C:5]1[CH:10]=[CH:9][CH:8]=[CH:7][CH:6]=1)[NH2:3].[CH2:14]=O.[ClH:16]. Given the product [ClH:16].[CH3:1][C:2]1([C:11]([OH:13])=[O:12])[CH2:4][C:5]2[C:6](=[CH:7][CH:8]=[CH:9][CH:10]=2)[CH2:14][NH:3]1, predict the reactants needed to synthesize it. (7) Given the product [Cl:1][C:2]1[C:3]([C:9]2[C:10]([CH3:23])=[N:11][CH:12]=[C:13]([NH:15][CH2:16][CH:17]3[CH2:22][CH2:21][O:20][CH2:19][CH2:18]3)[N:14]=2)=[CH:4][C:5]([NH:30][C@H:27]2[CH2:28][CH2:29][C@H:24]([NH2:31])[CH2:25][CH2:26]2)=[N:6][CH:7]=1, predict the reactants needed to synthesize it. The reactants are: [Cl:1][C:2]1[C:3]([C:9]2[N:14]=[C:13]([NH:15][CH2:16][CH:17]3[CH2:22][CH2:21][O:20][CH2:19][CH2:18]3)[CH:12]=[N:11][C:10]=2[CH3:23])=[CH:4][C:5](F)=[N:6][CH:7]=1.[C@H:24]1([NH2:31])[CH2:29][CH2:28][C@H:27]([NH2:30])[CH2:26][CH2:25]1.